This data is from Forward reaction prediction with 1.9M reactions from USPTO patents (1976-2016). The task is: Predict the product of the given reaction. (1) Given the reactants C([NH:8][CH2:9][CH2:10][CH:11]1[CH2:15][CH2:14][N:13]([C:16]2[CH:17]=[CH:18][N:19]3[C:24]([C:25]=2[O:26][CH3:27])=[C:23]([CH2:28][CH3:29])[CH:22]=[C:21]([C:30]([OH:32])=[O:31])[C:20]3=[O:33])[CH2:12]1)(OC(C)(C)C)=O.I[Si](C)(C)C.C(O)C, predict the reaction product. The product is: [NH2:8][CH2:9][CH2:10][CH:11]1[CH2:15][CH2:14][N:13]([C:16]2[CH:17]=[CH:18][N:19]3[C:24]([C:25]=2[O:26][CH3:27])=[C:23]([CH2:28][CH3:29])[CH:22]=[C:21]([C:30]([OH:32])=[O:31])[C:20]3=[O:33])[CH2:12]1. (2) Given the reactants C([N:8]1[CH2:12][CH2:11][C@@H:10]([C@@H:13]([NH:15][CH2:16][CH2:17][F:18])[CH3:14])[CH2:9]1)C1C=CC=CC=1, predict the reaction product. The product is: [F:18][CH2:17][CH2:16][NH:15][C@H:13]([C@@H:10]1[CH2:11][CH2:12][NH:8][CH2:9]1)[CH3:14]. (3) Given the reactants [C:1]1([CH:7]([C:14]2[CH:19]=[CH:18][CH:17]=[CH:16][CH:15]=2)[N:8]2[CH2:11][CH:10]([C:12]#N)[CH2:9]2)[CH:6]=[CH:5][CH:4]=[CH:3][CH:2]=1.OS(O)(=O)=O.[OH2:25].[OH-:26].[Na+].[CH3:28]O, predict the reaction product. The product is: [C:1]1([CH:7]([C:14]2[CH:19]=[CH:18][CH:17]=[CH:16][CH:15]=2)[N:8]2[CH2:11][CH:10]([C:12]([O:26][CH3:28])=[O:25])[CH2:9]2)[CH:6]=[CH:5][CH:4]=[CH:3][CH:2]=1. (4) Given the reactants [CH3:1][O:2][C:3]1[CH:4]=[C:5]2[C:10](=[CH:11][C:12]=1[O:13][CH3:14])[N:9]=[CH:8][N:7]=[C:6]2[O:15][C:16]1[CH:17]=[N:18][N:19]([CH2:21][C:22](O)=[O:23])[CH:20]=1.[NH2:25][C:26]1[CH:31]=[C:30]([CH2:32][O:33][Si:34]([C:37]([CH3:40])([CH3:39])[CH3:38])([CH3:36])[CH3:35])[CH:29]=[CH:28][N:27]=1, predict the reaction product. The product is: [Si:34]([O:33][CH2:32][C:30]1[CH:29]=[CH:28][N:27]=[C:26]([NH:25][C:22](=[O:23])[CH2:21][N:19]2[CH:20]=[C:16]([O:15][C:6]3[C:5]4[C:10](=[CH:11][C:12]([O:13][CH3:14])=[C:3]([O:2][CH3:1])[CH:4]=4)[N:9]=[CH:8][N:7]=3)[CH:17]=[N:18]2)[CH:31]=1)([C:37]([CH3:40])([CH3:39])[CH3:38])([CH3:36])[CH3:35]. (5) Given the reactants CS(Cl)(=O)=O.[CH2:6]([O:13][C@@H:14]1[C@@H:18]([CH2:19][O:20][CH2:21][C:22]2[CH:27]=[CH:26][CH:25]=[CH:24][CH:23]=2)[O:17][C@@H:16]([N:28]2[CH:33]=[CH:32][C:31](=[O:34])[NH:30][C:29]2=[O:35])[C@@:15]1([OH:39])[CH2:36][CH2:37]O)[C:7]1[CH:12]=[CH:11][CH:10]=[CH:9][CH:8]=1.[H-].[Na+].[NH4+].[Cl-], predict the reaction product. The product is: [CH2:21]([O:20][C@H:19]1[C@@:15]2([O:39][CH2:37][CH2:36]2)[C@H:16]([N:28]2[CH:33]=[CH:32][C:31](=[O:34])[NH:30][C:29]2=[O:35])[O:17][C@@H:18]1[CH2:14][O:13][CH2:6][C:7]1[CH:8]=[CH:9][CH:10]=[CH:11][CH:12]=1)[C:22]1[CH:23]=[CH:24][CH:25]=[CH:26][CH:27]=1. (6) Given the reactants [Cl-].[CH2:2]([N+:6]1[CH:10]=[CH:9][N:8]([CH3:11])[CH:7]=1)[CH2:3][CH2:4][CH3:5].[O:12](C)[S:13]([C:16]([F:19])([F:18])[F:17])(=[O:15])=[O:14], predict the reaction product. The product is: [O-:15][S:13]([C:16]([F:19])([F:18])[F:17])(=[O:14])=[O:12].[CH2:2]([N+:6]1[CH:10]=[CH:9][N:8]([CH3:11])[CH:7]=1)[CH2:3][CH2:4][CH3:5]. (7) Given the reactants [CH2:1]([O:3][CH:4]([O:20][CH2:21][CH3:22])[C:5]1[O:13][C:12]2[C:11]([N:14]3[CH2:19][CH2:18][NH:17][CH2:16][CH2:15]3)=[CH:10][N:9]=[CH:8][C:7]=2[CH:6]=1)[CH3:2].[S:23](=[O:27])(=[O:26])(N)[NH2:24].O, predict the reaction product. The product is: [CH2:21]([O:20][CH:4]([O:3][CH2:1][CH3:2])[C:5]1[O:13][C:12]2[C:11]([N:14]3[CH2:19][CH2:18][N:17]([S:23]([NH2:24])(=[O:27])=[O:26])[CH2:16][CH2:15]3)=[CH:10][N:9]=[CH:8][C:7]=2[CH:6]=1)[CH3:22].